This data is from Forward reaction prediction with 1.9M reactions from USPTO patents (1976-2016). The task is: Predict the product of the given reaction. (1) Given the reactants [NH2:1][C:2]1[N:3]=[C:4]2[CH:9]=[CH:8][C:7]([O:10][C:11]3[CH:12]=[C:13]([NH:17][C:18](=[O:29])[C:19]4[CH:24]=[CH:23][CH:22]=[C:21]([C:25]([F:28])([F:27])[F:26])[CH:20]=4)[CH:14]=[CH:15][CH:16]=3)=[CH:6][N:5]2[CH:30]=1.[CH:31]1([C:34](Cl)=[O:35])[CH2:33][CH2:32]1, predict the reaction product. The product is: [CH:31]1([C:34]([NH:1][C:2]2[N:3]=[C:4]3[CH:9]=[CH:8][C:7]([O:10][C:11]4[CH:12]=[C:13]([NH:17][C:18](=[O:29])[C:19]5[CH:24]=[CH:23][CH:22]=[C:21]([C:25]([F:28])([F:26])[F:27])[CH:20]=5)[CH:14]=[CH:15][CH:16]=4)=[CH:6][N:5]3[CH:30]=2)=[O:35])[CH2:33][CH2:32]1. (2) Given the reactants [BH4-].[Na+].[CH:3]1([NH:9][C:10]([CH:12]2[CH2:17][CH2:16][CH2:15][C:14](=[O:18])[CH2:13]2)=[O:11])[CH2:8][CH2:7][CH2:6][CH2:5][CH2:4]1, predict the reaction product. The product is: [CH:3]1([NH:9][C:10]([CH:12]2[CH2:17][CH2:16][CH2:15][CH:14]([OH:18])[CH2:13]2)=[O:11])[CH2:8][CH2:7][CH2:6][CH2:5][CH2:4]1. (3) Given the reactants Br[C:2]1[CH:3]=[C:4]([CH:9]=[CH:10][CH:11]=1)[C:5]([O:7][CH3:8])=[O:6].C1C=CC(P([C:38]2[C:39](C3C(P(C4C=CC=CC=4)C4C=CC=CC=4)=C[CH:42]=[C:41]4[C:36]=3[CH:37]=[CH:38][CH:39]=[CH:40]4)=[C:40]3[C:41]([CH:42]=CC=C3)=[CH:36][CH:37]=2)C2C=CC=CC=2)=CC=1.[C:58](=[O:61])([O-])[O-:59].[Cs+].[Cs+].[NH:64]1[CH2:69][CH2:68][CH:67](C(OCC2C=CC=CC=2)=O)[CH2:66][CH2:65]1.C[N:81](C)C=O, predict the reaction product. The product is: [CH2:42]([O:59][C:58]([NH:81][CH:67]1[CH2:68][CH2:69][N:64]([C:2]2[CH:3]=[C:4]([CH:9]=[CH:10][CH:11]=2)[C:5]([O:7][CH3:8])=[O:6])[CH2:65][CH2:66]1)=[O:61])[C:41]1[CH:36]=[CH:37][CH:38]=[CH:39][CH:40]=1. (4) Given the reactants [O:1]1[C:5]2[CH:6]=[CH:7][C:8]([CH2:10][N:11]([CH2:29][C:30]3[CH:38]=[CH:37][C:33]4[O:34][CH2:35][O:36][C:32]=4[CH:31]=3)[CH2:12][C:13]3[N:14]([CH2:25][CH2:26][CH2:27][CH3:28])[C:15](I)=[N:16][C:17]=3[C:18]3[CH:23]=[CH:22][CH:21]=[CH:20][CH:19]=3)=[CH:9][C:4]=2[O:3][CH2:2]1.C(=O)([O-])[O-].[Na+].[Na+].[CH3:45][C:46]1[CH:51]=[CH:50][CH:49]=[CH:48][C:47]=1B(O)O, predict the reaction product. The product is: [O:1]1[C:5]2[CH:6]=[CH:7][C:8]([CH2:10][N:11]([CH2:29][C:30]3[CH:38]=[CH:37][C:33]4[O:34][CH2:35][O:36][C:32]=4[CH:31]=3)[CH2:12][C:13]3[N:14]([CH2:25][CH2:26][CH2:27][CH3:28])[C:15]([C:47]4[CH:48]=[CH:49][CH:50]=[CH:51][C:46]=4[CH3:45])=[N:16][C:17]=3[C:18]3[CH:23]=[CH:22][CH:21]=[CH:20][CH:19]=3)=[CH:9][C:4]=2[O:3][CH2:2]1. (5) Given the reactants [CH2:1]([N:8]1[CH:12]=[C:11]([CH2:13][OH:14])[C:10]([O:15][CH2:16][C:17]2[CH:22]=[CH:21][C:20]([O:23][CH3:24])=[C:19]([O:25][CH2:26][C:27]3[N:28]=[C:29]([C:33]4[O:34][CH:35]=[CH:36][CH:37]=4)[O:30][C:31]=3[CH3:32])[CH:18]=2)=[N:9]1)[C:2]1[CH:7]=[CH:6][CH:5]=[CH:4][CH:3]=1, predict the reaction product. The product is: [CH2:1]([N:8]1[CH:12]=[C:11]([CH:13]=[O:14])[C:10]([O:15][CH2:16][C:17]2[CH:22]=[CH:21][C:20]([O:23][CH3:24])=[C:19]([O:25][CH2:26][C:27]3[N:28]=[C:29]([C:33]4[O:34][CH:35]=[CH:36][CH:37]=4)[O:30][C:31]=3[CH3:32])[CH:18]=2)=[N:9]1)[C:2]1[CH:3]=[CH:4][CH:5]=[CH:6][CH:7]=1. (6) Given the reactants [F:1][C:2]1[CH:10]=[C:9]2[C:5]([C:6](=[C:12]3[C:20]4[C:15](=[CH:16][CH:17]=[CH:18][CH:19]=4)[CH:14]([CH2:21][C:22]([OH:24])=[O:23])[O:13]3)[C:7](=[O:11])[NH:8]2)=[CH:4][CH:3]=1.C[O-].[Na+:27].CO.CCOC(C)=O, predict the reaction product. The product is: [F:1][C:2]1[CH:10]=[C:9]2[C:5](/[C:6](=[C:12]3\[O:13][CH:14]([CH2:21][C:22]([O-:24])=[O:23])[C:15]4[CH:16]=[CH:17][CH:18]=[CH:19][C:20]\3=4)/[C:7](=[O:11])[NH:8]2)=[CH:4][CH:3]=1.[Na+:27]. (7) Given the reactants [OH:1][C:2]1[CH:3]=[N:4][CH:5]=[CH:6][CH:7]=1.Cl[CH2:9][CH2:10][OH:11].C([O-])([O-])=O.[K+].[K+], predict the reaction product. The product is: [N:4]1[CH:5]=[CH:6][CH:7]=[C:2]([O:1][CH2:9][CH2:10][OH:11])[CH:3]=1.